From a dataset of Catalyst prediction with 721,799 reactions and 888 catalyst types from USPTO. Predict which catalyst facilitates the given reaction. (1) Reactant: Br[C:2]1[CH:9]=[CH:8][C:5]([C:6]#[N:7])=[C:4]([F:10])[CH:3]=1.C(=O)([O-])[O-].[Cs+].[Cs+].CC1(C)C2C=CC=C(P(C3C=CC=CC=3)C3C=CC=CC=3)C=2OC2C1=CC=CC=2P(C1C=CC=CC=1)C1C=CC=CC=1.[CH3:59][O:60][C:61]([C:63]1[C:75]2[C:74]3[C:69](=[CH:70][CH:71]=[CH:72][CH:73]=3)[NH:68][C:67]=2[CH:66]=[CH:65][CH:64]=1)=[O:62]. Product: [CH3:59][O:60][C:61]([C:63]1[C:75]2[C:74]3[C:69](=[CH:70][CH:71]=[CH:72][CH:73]=3)[N:68]([C:2]3[CH:9]=[CH:8][C:5]([C:6]#[N:7])=[C:4]([F:10])[CH:3]=3)[C:67]=2[CH:66]=[CH:65][CH:64]=1)=[O:62]. The catalyst class is: 160. (2) Reactant: [C:1]1([C:35]2[CH:40]=[CH:39][CH:38]=[CH:37][CH:36]=2)[CH:6]=[CH:5][C:4]([C:7]2[C:33]([Cl:34])=[CH:32][C:10]3[N:11](COCC[Si](C)(C)C)[C:12]([O:14][CH:15]4[CH2:18][CH:17]([C:19]([O:21]CC)=[O:20])[CH2:16]4)=[N:13][C:9]=3[CH:8]=2)=[CH:3][CH:2]=1.S(=O)(=O)(O)[O-].[K+]. Product: [C:1]1([C:35]2[CH:40]=[CH:39][CH:38]=[CH:37][CH:36]=2)[CH:2]=[CH:3][C:4]([C:7]2[C:33]([Cl:34])=[CH:32][C:10]3[NH:11][C:12]([O:14][CH:15]4[CH2:18][CH:17]([C:19]([OH:21])=[O:20])[CH2:16]4)=[N:13][C:9]=3[CH:8]=2)=[CH:5][CH:6]=1. The catalyst class is: 106. (3) Reactant: [CH3:1][C:2]1[C:10]2[C:9]([C:11]([OH:13])=O)=[CH:8][C:7]([CH3:14])=[N:6][C:5]=2[N:4]([C:15]2[CH:20]=[CH:19][CH:18]=[CH:17][CH:16]=2)[N:3]=1.[NH2:21][C:22]1[C:23]([O:29][CH3:30])=[N:24][CH:25]=[CH:26][C:27]=1[CH3:28].CCN(C(C)C)C(C)C.CN(C(ON1N=NC2C=CC=NC1=2)=[N+](C)C)C.F[P-](F)(F)(F)(F)F. Product: [CH3:30][O:29][C:23]1[C:22]([NH:21][C:11]([C:9]2[C:10]3[C:2]([CH3:1])=[N:3][N:4]([C:15]4[CH:16]=[CH:17][CH:18]=[CH:19][CH:20]=4)[C:5]=3[N:6]=[C:7]([CH3:14])[CH:8]=2)=[O:13])=[C:27]([CH3:28])[CH:26]=[CH:25][N:24]=1. The catalyst class is: 18. (4) Reactant: Br[C:2]1[CH:3]=[C:4]([C:8]2([C:18]3[CH:23]=[C:22]([CH3:24])[C:21]([O:25][CH:26]([F:28])[F:27])=[C:20]([CH:29]4[CH2:31][CH2:30]4)[CH:19]=3)[C:16]3[C:11](=[N:12][CH:13]=[CH:14][CH:15]=3)[C:10]([NH2:17])=[N:9]2)[CH:5]=[CH:6][CH:7]=1. Product: [CH:29]1([C:20]2[CH:19]=[C:18]([C:8]3([C:4]4[CH:5]=[CH:6][CH:7]=[CH:2][CH:3]=4)[C:16]4[C:11](=[N:12][CH:13]=[CH:14][CH:15]=4)[C:10]([NH2:17])=[N:9]3)[CH:23]=[C:22]([CH3:24])[C:21]=2[O:25][CH:26]([F:28])[F:27])[CH2:31][CH2:30]1. The catalyst class is: 43. (5) Reactant: Br[C:2](Br)=[CH:3][CH:4]1[CH2:7][CH:6]([CH2:8][C:9]([CH3:12])([CH3:11])[CH3:10])[CH2:5]1.C([Li])CCC.[CH2:19]([O:26][CH2:27][CH2:28][CH2:29][CH:30]([C:39](=[O:44])NCOC)[CH2:31][C:32]([O:34][C:35]([CH3:38])([CH3:37])[CH3:36])=[O:33])[C:20]1[CH:25]=[CH:24][CH:23]=[CH:22][CH:21]=1.[Cl-].[NH4+]. The catalyst class is: 7. Product: [CH2:19]([O:26][CH2:27][CH2:28][CH2:29][CH:30]([C:39](=[O:44])[C:2]#[C:3][CH:4]1[CH2:7][CH:6]([CH2:8][C:9]([CH3:12])([CH3:11])[CH3:10])[CH2:5]1)[CH2:31][C:32]([O:34][C:35]([CH3:36])([CH3:38])[CH3:37])=[O:33])[C:20]1[CH:25]=[CH:24][CH:23]=[CH:22][CH:21]=1. (6) Reactant: C1(C([N:19]2[C:23]3[CH:24]=[C:25]([F:29])[C:26]([F:28])=[CH:27][C:22]=3[N:21]=[C:20]2[C:30]2C(OC)=NC(OC)=[CH:34][CH:35]=2)COC2C=CC(C(O)=O)=CN=2)CCCCC1.C1(C=[O:44])CC1.[Cl:45][C:46]1[CH:54]=[CH:53][C:49]([C:50](O)=O)=[CH:48][CH:47]=1.[CH2:55]([N+:62]#[C-:63])[C:56]1[CH:61]=[CH:60][CH:59]=[CH:58][CH:57]=1.Cl.C(=O)(O)[O-].[Na+]. Product: [CH2:55]([NH:62][C:63](=[O:44])[CH:20]([N:21]1[C:22]2[CH:27]=[C:26]([F:28])[C:25]([F:29])=[CH:24][C:23]=2[N:19]=[C:50]1[C:49]1[CH:53]=[CH:54][C:46]([Cl:45])=[CH:47][CH:48]=1)[CH:30]1[CH2:35][CH2:34]1)[C:56]1[CH:61]=[CH:60][CH:59]=[CH:58][CH:57]=1. The catalyst class is: 12. (7) The catalyst class is: 18. Product: [Cl:1][C:2]1[N:7]=[CH:6][C:5]([C:8]2[NH:12][C:11]3[CH:13]=[CH:14][CH:15]=[C:16]([C:17]([NH:20][C:21]4[CH:28]=[CH:27][C:24]([C:25]#[N:26])=[C:23]([C:29]([F:30])([F:31])[F:32])[CH:22]=4)=[O:19])[C:10]=3[N:9]=2)=[CH:4][CH:3]=1. Reactant: [Cl:1][C:2]1[N:7]=[CH:6][C:5]([C:8]2[NH:12][C:11]3[CH:13]=[CH:14][CH:15]=[C:16]([C:17]([OH:19])=O)[C:10]=3[N:9]=2)=[CH:4][CH:3]=1.[NH2:20][C:21]1[CH:28]=[CH:27][C:24]([C:25]#[N:26])=[C:23]([C:29]([F:32])([F:31])[F:30])[CH:22]=1.CN(C(ON1N=NC2C=CC=NC1=2)=[N+](C)C)C.F[P-](F)(F)(F)(F)F.CCN(C(C)C)C(C)C.